Dataset: Forward reaction prediction with 1.9M reactions from USPTO patents (1976-2016). Task: Predict the product of the given reaction. (1) Given the reactants C(Cl)(=O)C(Cl)=O.CS(C)=O.[S:11]1[C:15]2[C:16]([CH2:20][OH:21])=[CH:17][CH:18]=[CH:19][C:14]=2[N:13]=[N:12]1.C(N(CC)CC)C.[Cl-].[NH4+], predict the reaction product. The product is: [S:11]1[C:15]2[C:16]([CH:20]=[O:21])=[CH:17][CH:18]=[CH:19][C:14]=2[N:13]=[N:12]1. (2) Given the reactants [Cl:1][CH2:2][CH2:3][CH2:4][S:5]([O:8][CH2:9][C:10]([CH3:26])([CH3:25])[CH:11]([O:15][CH2:16][C:17]1[CH:22]=[CH:21][C:20]([O:23][CH3:24])=[CH:19][CH:18]=1)[C:12]([OH:14])=[O:13])(=[O:7])=[O:6].C(Cl)(=O)C(Cl)=O.[CH2:33](O)[C:34]1[CH:39]=[CH:38][CH:37]=[CH:36][CH:35]=1.N1C=CC=CC=1, predict the reaction product. The product is: [Cl:1][CH2:2][CH2:3][CH2:4][S:5]([O:8][CH2:9][C:10]([CH3:26])([CH3:25])[CH:11]([O:15][CH2:16][C:17]1[CH:22]=[CH:21][C:20]([O:23][CH3:24])=[CH:19][CH:18]=1)[C:12]([O:14][CH2:33][C:34]1[CH:39]=[CH:38][CH:37]=[CH:36][CH:35]=1)=[O:13])(=[O:7])=[O:6]. (3) The product is: [N:1]1([CH2:18][C:17]#[N:19])[CH2:6][CH2:5][N:4]([CH2:14][C:15]#[N:16])[CH2:3][CH2:2]1. Given the reactants [NH:1]1[CH2:6][CH2:5][NH:4][CH2:3][CH2:2]1.C(=O)([O-])[O-].[K+].[K+].Br[CH2:14][C:15]#[N:16].[C:17](#[N:19])[CH3:18], predict the reaction product. (4) Given the reactants C(NC(C)C)(C)C.C([Li])CCC.[N:13]1([C:23]([O:25][C:26]([CH3:29])([CH3:28])[CH3:27])=[O:24])[CH2:18][CH2:17][CH:16]([C:19]([O:21][CH3:22])=[O:20])[CH2:15][CH2:14]1.Cl[CH2:31][C:32]1[CH:37]=[CH:36][C:35]([CH2:38][C:39]#[N:40])=[CH:34][CH:33]=1, predict the reaction product. The product is: [C:39]([CH2:38][C:35]1[CH:36]=[CH:37][C:32]([CH2:31][C:16]2([C:19]([O:21][CH3:22])=[O:20])[CH2:15][CH2:14][N:13]([C:23]([O:25][C:26]([CH3:29])([CH3:28])[CH3:27])=[O:24])[CH2:18][CH2:17]2)=[CH:33][CH:34]=1)#[N:40].